This data is from Full USPTO retrosynthesis dataset with 1.9M reactions from patents (1976-2016). The task is: Predict the reactants needed to synthesize the given product. (1) Given the product [N:28]1[C:29]2[C:24](=[CH:23][C:22]([CH2:21][N:18]3[C:16]4=[N:17][C:12]([C:10]5[CH:9]=[C:42]([CH2:45][OH:46])[S:43][CH:11]=5)=[CH:13][CH:14]=[C:15]4[N:20]=[N:19]3)=[CH:31][CH:30]=2)[CH:25]=[CH:26][CH:27]=1, predict the reactants needed to synthesize it. The reactants are: FC1[CH:11]=[C:10]([C:12]2[N:17]=[C:16]3[N:18]([CH2:21][C:22]4[CH:23]=[C:24]5[C:29](=[CH:30][CH:31]=4)[N:28]=[CH:27][CH:26]=[CH:25]5)[N:19]=[N:20][C:15]3=[CH:14][CH:13]=2)[CH:9]=CC=1C(NC)=O.CC1(C)C(C)(C)OB(C2C=[C:42]([CH2:45][OH:46])[S:43]C=2)O1.C(=O)([O-])[O-].[K+].[K+].O1CCOCC1. (2) The reactants are: C(=O)([O-])[O-].[K+].[K+].[CH2:7](Br)[C:8]1[CH:13]=[CH:12][CH:11]=[CH:10][CH:9]=1.[CH:15]1([C:22]([OH:24])=[O:23])[CH2:18][CH:17]([C:19]([OH:21])=[O:20])[CH2:16]1.O. Given the product [C@H:15]1([C:22]([O:24][CH2:7][C:8]2[CH:13]=[CH:12][CH:11]=[CH:10][CH:9]=2)=[O:23])[CH2:18][C@@H:17]([C:19]([O:21][CH2:7][C:8]2[CH:13]=[CH:12][CH:11]=[CH:10][CH:9]=2)=[O:20])[CH2:16]1.[C@H:15]1([C:22]([O:24][CH2:7][C:8]2[CH:13]=[CH:12][CH:11]=[CH:10][CH:9]=2)=[O:23])[CH2:18][C@H:17]([C:19]([O:21][CH2:7][C:8]2[CH:13]=[CH:12][CH:11]=[CH:10][CH:9]=2)=[O:20])[CH2:16]1, predict the reactants needed to synthesize it. (3) Given the product [OH:6][C:7]1[CH:12]=[C:11]([OH:13])[C:10]([CH2:14][CH2:15][CH3:16])=[CH:9][C:8]=1[CH:17]=[O:2], predict the reactants needed to synthesize it. The reactants are: P(Cl)(Cl)(Cl)=[O:2].[OH:6][C:7]1[CH:12]=[C:11]([OH:13])[C:10]([CH2:14][CH2:15][CH3:16])=[CH:9][C:8]=1[CH3:17]. (4) Given the product [Cl:30][C:31]1[CH:43]=[CH:42][C:34]([CH2:35][N:36]2[CH2:41][CH2:40][N:39]([C:2]3[CH:29]=[CH:28][C:5]([CH2:6][N:7]4[C:11]5[CH:12]=[CH:13][CH:14]=[CH:15][C:10]=5[N:9]([CH2:16][CH2:17][CH2:18][O:19][C:20]5[CH:25]=[CH:24][C:23]([F:26])=[CH:22][CH:21]=5)[C:8]4=[NH:27])=[CH:4][CH:3]=3)[CH2:38][CH2:37]2)=[CH:33][CH:32]=1, predict the reactants needed to synthesize it. The reactants are: Br[C:2]1[CH:29]=[CH:28][C:5]([CH2:6][N:7]2[C:11]3[CH:12]=[CH:13][CH:14]=[CH:15][C:10]=3[N:9]([CH2:16][CH2:17][CH2:18][O:19][C:20]3[CH:25]=[CH:24][C:23]([F:26])=[CH:22][CH:21]=3)[C:8]2=[NH:27])=[CH:4][CH:3]=1.[Cl:30][C:31]1[CH:43]=[CH:42][C:34]([CH2:35][N:36]2[CH2:41][CH2:40][NH:39][CH2:38][CH2:37]2)=[CH:33][CH:32]=1.CC(C)([O-])C.[K+].C1C=CC(P(C2C(C3C(P(C4C=CC=CC=4)C4C=CC=CC=4)=CC=C4C=3C=CC=C4)=C3C(C=CC=C3)=CC=2)C2C=CC=CC=2)=CC=1. (5) Given the product [N:14]1[CH:19]=[CH:18][C:17]([CH2:20][S:1][C:2]2[CH:3]=[C:4]([CH:8]=[CH:9][CH:10]=2)[C:5]([OH:7])=[O:6])=[CH:16][CH:15]=1, predict the reactants needed to synthesize it. The reactants are: [SH:1][C:2]1[CH:3]=[C:4]([CH:8]=[CH:9][CH:10]=1)[C:5]([OH:7])=[O:6].[OH-].[Na+].Cl.[N:14]1[CH:19]=[CH:18][C:17]([CH2:20]Cl)=[CH:16][CH:15]=1. (6) Given the product [Cl:1][C:2]1[CH:7]=[CH:6][C:5]([C:8]2[N:13]=[C:12]([C:14]3[C:22]4[C:17](=[CH:18][CH:19]=[C:20]([C:23]5[S:27][C:26]([NH:28][CH2:29][C:30]6[CH:31]=[CH:32][C:33]([O:36][CH3:37])=[CH:34][CH:35]=6)=[N:25][N:24]=5)[CH:21]=4)[NH:16][CH:15]=3)[CH:11]=[CH:10][CH:9]=2)=[CH:4][CH:3]=1, predict the reactants needed to synthesize it. The reactants are: [Cl:1][C:2]1[CH:7]=[CH:6][C:5]([C:8]2[N:13]=[C:12]([C:14]3[C:22]4[C:17](=[CH:18][CH:19]=[C:20]([C:23]5[S:27][C:26]([NH:28][CH2:29][C:30]6[CH:35]=[CH:34][C:33]([O:36][CH3:37])=[CH:32][CH:31]=6)=[N:25][N:24]=5)[CH:21]=4)[N:16](S(C4C=CC(C)=CC=4)(=O)=O)[CH:15]=3)[CH:11]=[CH:10][CH:9]=2)=[CH:4][CH:3]=1.[OH-].[K+]. (7) Given the product [Cl:28][C:27]1[C:26]([O:29][CH3:30])=[CH:25][C:24]([O:31][CH3:32])=[C:23]([Cl:33])[C:22]=1[C:17]1[CH:18]=[C:19]2[C:14](=[CH:15][CH:16]=1)[N:13]=[C:12]([NH:11][C@@H:10]1[CH2:9][NH:8][CH2:7][C@@H:6]1[NH:5][C:1](=[O:4])[CH:2]=[CH2:3])[N:21]=[CH:20]2, predict the reactants needed to synthesize it. The reactants are: [C:1]([NH:5][C@@H:6]1[C@H:10]([NH:11][C:12]2[N:21]=[CH:20][C:19]3[C:14](=[CH:15][CH:16]=[C:17]([C:22]4[C:27]([Cl:28])=[C:26]([O:29][CH3:30])[CH:25]=[C:24]([O:31][CH3:32])[C:23]=4[Cl:33])[CH:18]=3)[N:13]=2)[CH2:9][N:8](C(OC(C)(C)C)=O)[CH2:7]1)(=[O:4])[CH:2]=[CH2:3].C(O)(C(F)(F)F)=O.